From a dataset of Catalyst prediction with 721,799 reactions and 888 catalyst types from USPTO. Predict which catalyst facilitates the given reaction. (1) Reactant: C[O:2][C:3](=[O:45])[CH2:4][C@H:5]([OH:44])[CH2:6][C@H:7]([OH:43])[CH2:8][CH2:9][C:10]1[N:11]([CH:40]([CH3:42])[CH3:41])[C:12]([C:28](=[O:39])[NH:29][CH2:30][C:31]2[CH:36]=[CH:35][CH:34]=[C:33]([C:37]#[N:38])[CH:32]=2)=[C:13]([C:22]2[CH:27]=[CH:26][CH:25]=[CH:24][CH:23]=2)[C:14]=1[C:15]1[CH:20]=[CH:19][C:18]([F:21])=[CH:17][CH:16]=1.C(O)C.O.[OH-].[Na+:51]. Product: [Na+:51].[C:37]([C:33]1[CH:32]=[C:31]([CH:36]=[CH:35][CH:34]=1)[CH2:30][NH:29][C:28]([C:12]1[N:11]([CH:40]([CH3:42])[CH3:41])[C:10]([CH2:9][CH2:8][C@@H:7]([OH:43])[CH2:6][C@@H:5]([OH:44])[CH2:4][C:3]([O-:45])=[O:2])=[C:14]([C:15]2[CH:16]=[CH:17][C:18]([F:21])=[CH:19][CH:20]=2)[C:13]=1[C:22]1[CH:27]=[CH:26][CH:25]=[CH:24][CH:23]=1)=[O:39])#[N:38]. The catalyst class is: 100. (2) Reactant: [NH:1]1[C:5]2=[N:6][CH:7]=[C:8]([O:10][C:11]3[CH:32]=[C:31]([N:33]4[CH2:38][CH2:37][N:36]([CH2:39][C:40]5[CH2:45][CH2:44][C:43]([CH3:47])([CH3:46])[CH2:42][C:41]=5[C:48]5[CH:53]=[CH:52][C:51]([Cl:54])=[CH:50][CH:49]=5)[CH2:35][CH2:34]4)[CH:30]=[CH:29][C:12]=3[C:13]([NH:15][S:16]([C:19]3[CH:24]=[CH:23][C:22](Cl)=[C:21]([N+:26]([O-:28])=[O:27])[CH:20]=3)(=[O:18])=[O:17])=[O:14])[CH:9]=[C:4]2[CH:3]=[CH:2]1.[O:55]1[CH2:60][CH2:59][CH:58]([N:61]2[CH2:64][CH:63]([NH2:65])[CH2:62]2)[CH2:57][CH2:56]1.C(N(CC)CC)C.CS(C)=O. Product: [Cl:54][C:51]1[CH:52]=[CH:53][C:48]([C:41]2[CH2:42][C:43]([CH3:47])([CH3:46])[CH2:44][CH2:45][C:40]=2[CH2:39][N:36]2[CH2:37][CH2:38][N:33]([C:31]3[CH:30]=[CH:29][C:12]([C:13]([NH:15][S:16]([C:19]4[CH:24]=[CH:23][C:22]([NH:65][CH:63]5[CH2:62][N:61]([CH:58]6[CH2:59][CH2:60][O:55][CH2:56][CH2:57]6)[CH2:64]5)=[C:21]([N+:26]([O-:28])=[O:27])[CH:20]=4)(=[O:17])=[O:18])=[O:14])=[C:11]([O:10][C:8]4[CH:9]=[C:4]5[CH:3]=[CH:2][NH:1][C:5]5=[N:6][CH:7]=4)[CH:32]=3)[CH2:34][CH2:35]2)=[CH:49][CH:50]=1. The catalyst class is: 38. (3) Reactant: [BH4-].[Na+].CO.[F:5][C:6]([F:31])([CH2:27][CH2:28][CH2:29][CH3:30])[C:7](=[O:26])[CH2:8][CH2:9][C@@H:10]1[C@@H:17]2[C@@H:13]([O:14][C:15](=[O:18])[CH2:16]2)[CH2:12][C@H:11]1[O:19][CH:20]1[CH2:25][CH2:24][CH2:23][CH2:22][O:21]1. Product: [F:31][C:6]([F:5])([CH2:27][CH2:28][CH2:29][CH3:30])[CH:7]([OH:26])[CH2:8][CH2:9][C@@H:10]1[C@@H:17]2[C@@H:13]([O:14][C:15](=[O:18])[CH2:16]2)[CH2:12][C@H:11]1[O:19][CH:20]1[CH2:25][CH2:24][CH2:23][CH2:22][O:21]1. The catalyst class is: 7. (4) Reactant: [CH:1]([CH:3]=O)=[O:2].[CH2:5]([NH:7][CH2:8][C@H:9]([OH:11])[CH3:10])[CH3:6]. Product: [CH2:5]([N:7]1[CH2:8][C@@H:9]([CH3:10])[O:11][C:1](=[O:2])[CH2:3]1)[CH3:6]. The catalyst class is: 11. (5) Reactant: [Cl:1][C:2]1[CH:3]=[C:4]2[C:10]([C:11]3[N:16]=[C:15](S(C)(=O)=O)[C:14]([F:21])=[CH:13][N:12]=3)=[CH:9][N:8]([S:22]([C:25]3[CH:31]=[CH:30][C:28]([CH3:29])=[CH:27][CH:26]=3)(=[O:24])=[O:23])[C:5]2=[N:6][CH:7]=1.[NH2:32][CH:33]1[CH2:38][CH2:37][CH2:36][CH:35]([OH:39])[CH2:34]1.CCN(C(C)C)C(C)C. Product: [Cl:1][C:2]1[CH:3]=[C:4]2[C:10]([C:11]3[N:16]=[C:15]([NH:32][CH:33]4[CH2:38][CH2:37][CH2:36][C@H:35]([OH:39])[CH2:34]4)[C:14]([F:21])=[CH:13][N:12]=3)=[CH:9][N:8]([S:22]([C:25]3[CH:31]=[CH:30][C:28]([CH3:29])=[CH:27][CH:26]=3)(=[O:24])=[O:23])[C:5]2=[N:6][CH:7]=1. The catalyst class is: 1. (6) Reactant: [N:1]1([NH:10][C:11]([C:13]2[C:14]([CH3:25])=[N:15][C:16]([C:19]3[CH:24]=[CH:23][CH:22]=[CH:21][N:20]=3)=[N:17][CH:18]=2)=[O:12])[C:9]2[C:4](=[CH:5][CH:6]=[CH:7][CH:8]=2)[CH2:3][CH2:2]1. Product: [N:1]1([NH:10][C:11]([C:13]2[C:14]([CH3:25])=[N:15][C:16]([C:19]3[CH:24]=[CH:23][CH:22]=[CH:21][N:20]=3)=[N:17][CH:18]=2)=[O:12])[C:9]2[C:4](=[CH:5][CH:6]=[CH:7][CH:8]=2)[CH:3]=[CH:2]1. The catalyst class is: 177. (7) Reactant: [CH3:1][O:2][CH2:3][CH:4]([CH2:29][O:30][CH3:31])[O:5][C:6]1[CH:7]=[C:8]([O:18][C:19]2[CH:24]=[CH:23][C:22]([S:25]([CH3:28])(=[O:27])=[O:26])=[CH:21][N:20]=2)[CH:9]=[C:10]2[C:14]=1[NH:13][C:12]([C:15](=[S:17])[NH2:16])=[CH:11]2.[C:32]([O:37][CH2:38][CH3:39])(=[O:36])[C:33]#[C:34][CH3:35].C(P(CCCC)CCCC)CCC.O1CCCC1. Product: [CH3:1][O:2][CH2:3][CH:4]([CH2:29][O:30][CH3:31])[O:5][C:6]1[CH:7]=[C:8]([O:18][C:19]2[CH:24]=[CH:23][C:22]([S:25]([CH3:28])(=[O:26])=[O:27])=[CH:21][N:20]=2)[CH:9]=[C:10]2[C:14]=1[NH:13][C:12]([C:15]1[S:17][CH:34]([CH2:33][C:32]([O:37][CH2:38][CH3:39])=[O:36])[CH2:35][N:16]=1)=[CH:11]2. The catalyst class is: 11. (8) Reactant: I[C:2]1[CH:7]=[CH:6][C:5]([CH2:8][C:9]([NH:11][C:12]2[CH:17]=[CH:16][C:15]([C:18]3[CH:23]=[CH:22][CH:21]=[CH:20][CH:19]=3)=[CH:14][N:13]=2)=[O:10])=[CH:4][CH:3]=1.[NH:24]1[CH:28]=[CH:27][N:26]=[CH:25]1.P([O-])([O-])([O-])=O.[K+].[K+].[K+].N1CCC[C@H]1C(O)=O. Product: [N:24]1([C:2]2[CH:7]=[CH:6][C:5]([CH2:8][C:9]([NH:11][C:12]3[CH:17]=[CH:16][C:15]([C:18]4[CH:23]=[CH:22][CH:21]=[CH:20][CH:19]=4)=[CH:14][N:13]=3)=[O:10])=[CH:4][CH:3]=2)[CH:28]=[CH:27][N:26]=[CH:25]1. The catalyst class is: 156. (9) Product: [N:1]1[C:2]([C:10]2[C:12]([C:13]([O:15][CH2:16][CH3:17])=[O:14])=[CH:18][NH:19][N:23]=2)=[N:3][N:4]2[CH:9]=[CH:8][CH:7]=[CH:6][C:5]=12. Reactant: [N:1]1[C:2]([C:10](/[C:12](=[CH:18]\[N:19](C)C)/[C:13]([O:15][CH2:16][CH3:17])=[O:14])=O)=[N:3][N:4]2[CH:9]=[CH:8][CH:7]=[CH:6][C:5]=12.O.[NH2:23]N. The catalyst class is: 8. (10) Reactant: [OH:1][CH:2]([C:5]1[C:14]2[C:9](=[CH:10][CH:11]=[CH:12][CH:13]=2)[CH:8]=[CH:7][CH:6]=1)[C:3]#[N:4].[H-].[H-].[H-].[H-].[Li+].[Al+3].C1COCC1. Product: [NH2:4][CH2:3][CH:2]([C:5]1[C:14]2[C:9](=[CH:10][CH:11]=[CH:12][CH:13]=2)[CH:8]=[CH:7][CH:6]=1)[OH:1]. The catalyst class is: 1.